From a dataset of Forward reaction prediction with 1.9M reactions from USPTO patents (1976-2016). Predict the product of the given reaction. Given the reactants C(=O)([O-])[O-].[Cs+].[Cs+].[OH:7][C:8]1[CH:15]=[C:14]([O:16][CH2:17][C:18]2[C:19]([CH3:30])=[C:20]([C:24]3[CH:29]=[CH:28][CH:27]=[CH:26][CH:25]=3)[CH:21]=[CH:22][CH:23]=2)[CH:13]=[CH:12][C:9]=1[CH:10]=[O:11].Cl[CH2:32][CH2:33][CH2:34][CH2:35][C:36]#[N:37], predict the reaction product. The product is: [CH:10]([C:9]1[CH:12]=[CH:13][C:14]([O:16][CH2:17][C:18]2[C:19]([CH3:30])=[C:20]([C:24]3[CH:29]=[CH:28][CH:27]=[CH:26][CH:25]=3)[CH:21]=[CH:22][CH:23]=2)=[CH:15][C:8]=1[O:7][CH2:32][CH2:33][CH2:34][CH2:35][C:36]#[N:37])=[O:11].